Dataset: Full USPTO retrosynthesis dataset with 1.9M reactions from patents (1976-2016). Task: Predict the reactants needed to synthesize the given product. (1) Given the product [CH3:1][O:2][C:3]1[N:8]=[CH:7][C:6]([NH:9][C:10]2[C:15]([C:16]3[N:21]=[C:20]([CH3:22])[N:19]=[C:18]([NH2:31])[N:17]=3)=[CH:14][N:13]=[C:12]([N:25]3[CH2:30][CH2:29][O:28][CH2:27][CH2:26]3)[N:11]=2)=[CH:5][CH:4]=1, predict the reactants needed to synthesize it. The reactants are: [CH3:1][O:2][C:3]1[N:8]=[CH:7][C:6]([NH:9][C:10]2[C:15]([C:16]3[N:21]=[C:20]([CH3:22])[N:19]=[C:18](SC)[N:17]=3)=[CH:14][N:13]=[C:12]([N:25]3[CH2:30][CH2:29][O:28][CH2:27][CH2:26]3)[N:11]=2)=[CH:5][CH:4]=1.[NH3:31]. (2) Given the product [CH3:21][O:20][C:2]1[CH:3]=[C:4]([CH:7]=[CH:8][C:9]=1[O:10][CH2:11][CH2:12][CH2:13][CH2:14][CH2:15][CH2:16][CH2:17][CH3:18])[CH:5]=[O:6], predict the reactants needed to synthesize it. The reactants are: Br[C:2]1[CH:3]=[C:4]([CH:7]=[C:8](Br)[C:9]=1[O:10][CH2:11][CH2:12][CH2:13][CH2:14][CH2:15][CH2:16][CH2:17][CH3:18])[CH:5]=[O:6].[OH:20][C:21]1C=C(C=CC=1)C=O.